This data is from Full USPTO retrosynthesis dataset with 1.9M reactions from patents (1976-2016). The task is: Predict the reactants needed to synthesize the given product. (1) Given the product [NH2:15][C:16]1[C:25]([C:26]([O:28][CH3:29])=[O:27])=[C:24]2[C:19]([C:20]3([CH3:31])[CH2:30][CH:21]3[CH2:22][O:23]2)=[CH:18][CH:17]=1, predict the reactants needed to synthesize it. The reactants are: FC(F)(F)C(O)=O.C(OC([NH:15][C:16]1[C:25]([C:26]([O:28][CH3:29])=[O:27])=[C:24]2[C:19]([C:20]3([CH3:31])[CH2:30][CH:21]3[CH2:22][O:23]2)=[CH:18][CH:17]=1)=O)(C)(C)C. (2) Given the product [CH2:1]([O:8][C:9]1[CH:10]=[C:11]([CH:17]=[CH:18][CH:19]=1)[O:12][CH2:13][C:14]([CH3:20])([OH:15])[CH3:16])[C:2]1[CH:3]=[CH:4][CH:5]=[CH:6][CH:7]=1, predict the reactants needed to synthesize it. The reactants are: [CH2:1]([O:8][C:9]1[CH:10]=[C:11]([CH:17]=[CH:18][CH:19]=1)[O:12][CH2:13][C:14]([CH3:16])=[O:15])[C:2]1[CH:7]=[CH:6][CH:5]=[CH:4][CH:3]=1.[CH3:20][Mg]Br.[Cl-].[NH4+]. (3) Given the product [CH3:21][S:22]([O:5][CH:4]([C:6]1[N:10]([CH2:11][C:12]2[CH:13]=[CH:14][C:15]([F:18])=[CH:16][CH:17]=2)[N:9]=[CH:8][N:7]=1)[CH:3]([CH2:1][CH3:2])[CH2:19][CH3:20])(=[O:24])=[O:23], predict the reactants needed to synthesize it. The reactants are: [CH2:1]([CH:3]([CH2:19][CH3:20])[CH:4]([C:6]1[N:10]([CH2:11][C:12]2[CH:17]=[CH:16][C:15]([F:18])=[CH:14][CH:13]=2)[N:9]=[CH:8][N:7]=1)[OH:5])[CH3:2].[CH3:21][S:22](Cl)(=[O:24])=[O:23].